From a dataset of Full USPTO retrosynthesis dataset with 1.9M reactions from patents (1976-2016). Predict the reactants needed to synthesize the given product. (1) Given the product [Cl:36][C:37]1[C:38]2[CH:48]=[CH:47][CH:46]=[CH:45][C:39]=2[S:40][C:41]=1[C:42]([N:15]([CH2:16][C:17]1[CH:18]=[C:19]([C:25]2[CH:30]=[CH:29][C:28]([N:31]([CH:33]=[O:34])[CH3:32])=[CH:27][CH:26]=2)[CH:20]=[CH:21][C:22]=1[O:23][CH3:24])[CH:12]1[CH2:13][CH2:14][CH:9]([N:7]([CH3:8])[C:6](=[O:35])[O:5][C:1]([CH3:4])([CH3:2])[CH3:3])[CH2:10][CH2:11]1)=[O:43], predict the reactants needed to synthesize it. The reactants are: [C:1]([O:5][C:6](=[O:35])[N:7]([CH:9]1[CH2:14][CH2:13][CH:12]([NH:15][CH2:16][C:17]2[CH:18]=[C:19]([C:25]3[CH:30]=[CH:29][C:28]([N:31]([CH:33]=[O:34])[CH3:32])=[CH:27][CH:26]=3)[CH:20]=[CH:21][C:22]=2[O:23][CH3:24])[CH2:11][CH2:10]1)[CH3:8])([CH3:4])([CH3:3])[CH3:2].[Cl:36][C:37]1[C:38]2[CH:48]=[CH:47][CH:46]=[CH:45][C:39]=2[S:40][C:41]=1[C:42](Cl)=[O:43]. (2) Given the product [Cl:62][C:55]1[CH:54]=[C:53]([C:50]2[CH:51]=[CH:52][N:48]([CH2:47][C@@H:46]([NH:45][C:12]([C:10]3[N:11]=[C:6]4[CH:5]=[CH:4][C:3]([C:1]#[N:2])=[CH:8][N:7]4[CH:9]=3)=[O:14])[CH3:63])[N:49]=2)[CH:60]=[C:59]([F:61])[C:56]=1[C:57]#[N:58], predict the reactants needed to synthesize it. The reactants are: [C:1]([C:3]1[CH:4]=[CH:5][C:6]2[N:7]([CH:9]=[C:10]([C:12]([OH:14])=O)[N:11]=2)[CH:8]=1)#[N:2].C1C=CC2N(O)N=NC=2C=1.CCN(C(C)C)C(C)C.CCN=C=NCCCN(C)C.[NH2:45][C@@H:46]([CH3:63])[CH2:47][N:48]1[CH:52]=[CH:51][C:50]([C:53]2[CH:60]=[C:59]([F:61])[C:56]([C:57]#[N:58])=[C:55]([Cl:62])[CH:54]=2)=[N:49]1. (3) The reactants are: [CH3:1][NH:2][C:3]([C:5]1[C:6]([C:13]2[CH:18]=[CH:17][CH:16]=[CH:15][CH:14]=2)=[N:7][O:8][C:9]=1[C:10]([OH:12])=O)=[O:4].O/[N:20]=[C:21](/[C:23]1[CH:40]=[CH:39][C:26]([CH2:27][N:28]2[CH2:31][CH:30]([C:32]([O:34][C:35]([CH3:38])([CH3:37])[CH3:36])=[O:33])[CH2:29]2)=[CH:25][CH:24]=1)\[NH2:22].C1C=CC2N(O)N=NC=2C=1.C(Cl)CCl.C(N(C(C)C)CC)(C)C. Given the product [CH3:1][NH:2][C:3]([C:5]1[C:6]([C:13]2[CH:18]=[CH:17][CH:16]=[CH:15][CH:14]=2)=[N:7][O:8][C:9]=1[C:10]1[O:12][N:22]=[C:21]([C:23]2[CH:24]=[CH:25][C:26]([CH2:27][N:28]3[CH2:29][CH:30]([C:32]([O:34][C:35]([CH3:36])([CH3:38])[CH3:37])=[O:33])[CH2:31]3)=[CH:39][CH:40]=2)[N:20]=1)=[O:4], predict the reactants needed to synthesize it. (4) The reactants are: [N:1]1([C:6]2[CH:32]=[CH:31][C:9]([CH2:10][C:11]3[C:12]([CH3:30])=[C:13]([F:29])[C:14](OS(C(F)(F)F)(=O)=O)=[C:15]([CH:20]=3)[C:16]([O:18][CH3:19])=[O:17])=[CH:8][CH:7]=2)[CH:5]=[CH:4][CH:3]=[N:2]1.[CH2:33](C([Sn])=C(CCCC)CCCC)[CH2:34]CC.[Cl-].[Li+].[F-].[K+]. Given the product [N:1]1([C:6]2[CH:32]=[CH:31][C:9]([CH2:10][C:11]3[C:12]([CH3:30])=[C:13]([F:29])[C:14]([CH:33]=[CH2:34])=[C:15]([CH:20]=3)[C:16]([O:18][CH3:19])=[O:17])=[CH:8][CH:7]=2)[CH:5]=[CH:4][CH:3]=[N:2]1, predict the reactants needed to synthesize it. (5) Given the product [CH2:47]([O:48][C:49]([O:51][CH:52]([O:6][C:5](=[O:7])[C:4]1[CH:8]=[CH:9][CH:10]=[C:11]([CH2:12][CH:13]([NH:27][C:28](=[O:45])[CH2:29][CH2:30][C:31]2([CH3:44])[O:39][CH:38]3[C:33]([CH3:43])([CH:34]4[CH2:40][CH:36]([CH2:37]3)[C:35]4([CH3:42])[CH3:41])[O:32]2)[B:14]2[O:22][CH:21]3[C:16]([CH3:26])([CH:17]4[CH2:23][CH:19]([CH2:20]3)[C:18]4([CH3:25])[CH3:24])[O:15]2)[C:3]=1[O:2][CH3:1])[CH3:53])=[O:50])[CH3:46], predict the reactants needed to synthesize it. The reactants are: [CH3:1][O:2][C:3]1[C:11]([CH2:12][CH:13]([NH:27][C:28](=[O:45])[CH2:29][CH2:30][C:31]2([CH3:44])[O:39][CH:38]3[C:33]([CH3:43])([CH:34]4[CH2:40][CH:36]([CH2:37]3)[C:35]4([CH3:42])[CH3:41])[O:32]2)[B:14]2[O:22][CH:21]3[C:16]([CH3:26])([CH:17]4[CH2:23][CH:19]([CH2:20]3)[C:18]4([CH3:25])[CH3:24])[O:15]2)=[CH:10][CH:9]=[CH:8][C:4]=1[C:5]([OH:7])=[O:6].[CH3:46][CH2:47][O:48][C:49]([O:51][CH:52](Cl)[CH3:53])=[O:50]. (6) Given the product [Cl:1][C:2]1[CH:7]=[CH:6][N:5]=[C:4]([N:8]2[CH2:19][CH2:18][N:17]3[C:10](=[CH:11][C:12]4[CH2:13][C:14]([CH3:21])([CH3:20])[CH2:15][C:16]=43)[C:9]2=[O:22])[C:3]=1[C:23]([OH:30])=[O:24], predict the reactants needed to synthesize it. The reactants are: [Cl:1][C:2]1[CH:7]=[CH:6][N:5]=[C:4]([N:8]2[CH2:19][CH2:18][N:17]3[C:10](=[CH:11][C:12]4[CH2:13][C:14]([CH3:21])([CH3:20])[CH2:15][C:16]=43)[C:9]2=[O:22])[C:3]=1[CH:23]=[O:24].CC(=CC)C.[O-:30]Cl=O.[Na+].O. (7) Given the product [CH3:1][C:2]([CH3:18])([CH3:17])[CH2:3][CH2:4][CH:5]1[CH2:10][CH:9]([C:11]([OH:20])=[O:12])[CH2:8][CH2:7][N:6]1[C:13]([O:15][CH3:16])=[O:14], predict the reactants needed to synthesize it. The reactants are: [CH3:1][C:2]([CH3:18])([CH3:17])[CH2:3][CH2:4][CH:5]1[CH2:10][CH:9]([CH2:11][OH:12])[CH2:8][CH2:7][N:6]1[C:13]([O:15][CH3:16])=[O:14].[Na].[OH2:20]. (8) The reactants are: Cl.[NH2:2][C@@H:3]([CH3:28])[C:4]([N:6]1[CH2:10][C@H:9]([OH:11])[CH2:8][C@H:7]1[C:12]([NH:14][CH2:15][C:16]1[CH:21]=[CH:20][C:19]([C:22]2[S:26][CH:25]=[N:24][C:23]=2[CH3:27])=[CH:18][CH:17]=1)=[O:13])=[O:5].[C:29]([NH:32][C@@H:33]([CH2:37][CH:38]([CH3:40])[CH3:39])[C:34](O)=[O:35])(=[O:31])[CH3:30].CCN(C(C)C)C(C)C.CN(C(ON1N=NC2C=CC=NC1=2)=[N+](C)C)C.F[P-](F)(F)(F)(F)F. Given the product [C:29]([NH:32][C@@H:33]([CH2:37][CH:38]([CH3:40])[CH3:39])[C:34]([NH:2][C@@H:3]([CH3:28])[C:4]([N:6]1[CH2:10][C@H:9]([OH:11])[CH2:8][C@H:7]1[C:12]([NH:14][CH2:15][C:16]1[CH:21]=[CH:20][C:19]([C:22]2[S:26][CH:25]=[N:24][C:23]=2[CH3:27])=[CH:18][CH:17]=1)=[O:13])=[O:5])=[O:35])(=[O:31])[CH3:30], predict the reactants needed to synthesize it. (9) Given the product [C:39]([C:35]1[CH:34]=[C:33]([NH:30][C:31]([NH:18][C:5]2[N:6]([C:8]3[CH:13]=[CH:12][CH:11]=[CH:10][C:9]=3[C:14]([F:16])([F:17])[F:15])[N:7]=[C:3]([C:2]([F:1])([F:19])[F:20])[CH:4]=2)=[O:32])[CH:38]=[CH:37][CH:36]=1)(=[O:41])[CH3:40], predict the reactants needed to synthesize it. The reactants are: [F:1][C:2]([F:20])([F:19])[C:3]1[CH:4]=[C:5]([NH2:18])[N:6]([C:8]2[CH:13]=[CH:12][CH:11]=[CH:10][C:9]=2[C:14]([F:17])([F:16])[F:15])[N:7]=1.CCN(C(C)C)C(C)C.[N:30]([C:33]1[CH:34]=[C:35]([C:39](=[O:41])[CH3:40])[CH:36]=[CH:37][CH:38]=1)=[C:31]=[O:32]. (10) The reactants are: [F:1][C:2]([F:34])([F:33])[C:3]1[CH:4]=[C:5]([C:13]([N:15]2[CH2:20][CH2:19][C@H:18]([N:21]3[CH2:26][CH2:25][NH:24][CH2:23][CH2:22]3)[C@H:17]([C:27]3[CH:32]=[CH:31][CH:30]=[CH:29][CH:28]=3)[CH2:16]2)=[O:14])[CH:6]=[C:7]([C:9]([F:12])([F:11])[F:10])[CH:8]=1.[C:35]1([CH2:41][C:42](Cl)=[O:43])[CH:40]=[CH:39][CH:38]=[CH:37][CH:36]=1. Given the product [F:34][C:2]([F:33])([F:1])[C:3]1[CH:4]=[C:5]([CH:6]=[C:7]([C:9]([F:10])([F:11])[F:12])[CH:8]=1)[C:13]([N:15]1[CH2:20][CH2:19][C@H:18]([N:21]2[CH2:26][CH2:25][N:24]([C:42](=[O:43])[CH2:41][C:35]3[CH:40]=[CH:39][CH:38]=[CH:37][CH:36]=3)[CH2:23][CH2:22]2)[C@H:17]([C:27]2[CH:32]=[CH:31][CH:30]=[CH:29][CH:28]=2)[CH2:16]1)=[O:14], predict the reactants needed to synthesize it.